Dataset: Peptide-MHC class I binding affinity with 185,985 pairs from IEDB/IMGT. Task: Regression. Given a peptide amino acid sequence and an MHC pseudo amino acid sequence, predict their binding affinity value. This is MHC class I binding data. The MHC is HLA-A32:01 with pseudo-sequence HLA-A32:01. The peptide sequence is NFCNLTSAF. The binding affinity (normalized) is 0.